This data is from Reaction yield outcomes from USPTO patents with 853,638 reactions. The task is: Predict the reaction yield, written as a fraction of the theoretical maximum amount of product (1.0 means a 100% yield; for example, 0.34 means a 34% yield). The reactants are C([O-])([O-])=O.[K+].[K+].[NH:7]1[CH2:11][CH2:10][CH2:9][CH2:8]1.Br[CH2:13][C:14]1[CH:15]=[C:16]([CH:19]=[CH:20][CH:21]=1)[CH:17]=[O:18]. The catalyst is C(O)C. The product is [N:7]1([CH2:13][C:14]2[CH:15]=[C:16]([CH:19]=[CH:20][CH:21]=2)[CH:17]=[O:18])[CH2:11][CH2:10][CH2:9][CH2:8]1. The yield is 0.880.